From a dataset of Forward reaction prediction with 1.9M reactions from USPTO patents (1976-2016). Predict the product of the given reaction. (1) Given the reactants Cl[C:2]1[CH:7]=[C:6]([N:8]2[CH2:13][CH2:12][N:11]([CH2:14][C:15]3[CH:16]=[C:17]([C:26]([O:28][CH2:29][CH3:30])=[O:27])[C:18](=[O:25])[N:19]4[C:24]=3[CH:23]=[CH:22][CH:21]=[CH:20]4)[CH2:10][CH2:9]2)[CH:5]=[CH:4][N:3]=1.[CH:31]([B-](F)(F)F)=[CH2:32].[K+].C(=O)([O-])[O-].[Cs+].[Cs+], predict the reaction product. The product is: [O:25]=[C:18]1[N:19]2[C:24]([CH:23]=[CH:22][CH:21]=[CH:20]2)=[C:15]([CH2:14][N:11]2[CH2:12][CH2:13][N:8]([C:6]3[CH:5]=[CH:4][N:3]=[C:2]([CH:31]=[CH2:32])[CH:7]=3)[CH2:9][CH2:10]2)[CH:16]=[C:17]1[C:26]([O:28][CH2:29][CH3:30])=[O:27]. (2) The product is: [N:1]1[CH:6]=[CH:5][N:4]=[CH:3][C:2]=1[CH2:7][CH2:8][CH2:9][N:10]1[C:14](=[O:15])[C:13]2=[CH:16][CH:17]=[CH:18][CH:19]=[C:12]2[C:11]1=[O:20]. Given the reactants [N:1]1[CH:6]=[CH:5][N:4]=[CH:3][C:2]=1[C:7]#[C:8][CH2:9][N:10]1[C:14](=[O:15])[C:13]2=[CH:16][CH:17]=[CH:18][CH:19]=[C:12]2[C:11]1=[O:20].[H][H], predict the reaction product. (3) Given the reactants [C:1]([O:5][C:6]([N:8]1[C@@H:16]2[C@@H:11]([CH2:12][CH2:13][CH2:14][CH2:15]2)[CH2:10][C@H:9]1[CH:17]=O)=[O:7])([CH3:4])([CH3:3])[CH3:2].[F:19][C:20]1[CH:25]=[C:24]([F:26])[CH:23]=[CH:22][C:21]=1/[CH:27]=[C:28](\[CH3:31])/[CH2:29][NH2:30].C(O[BH-](OC(=O)C)OC(=O)C)(=O)C.[Na+], predict the reaction product. The product is: [C:1]([O:5][C:6]([N:8]1[C@@H:16]2[C@@H:11]([CH2:12][CH2:13][CH2:14][CH2:15]2)[CH2:10][C@H:9]1[CH2:17][NH:30][CH2:29][C:28]([CH3:31])=[CH:27][C:21]1[CH:22]=[CH:23][C:24]([F:26])=[CH:25][C:20]=1[F:19])=[O:7])([CH3:4])([CH3:3])[CH3:2]. (4) Given the reactants [N+:1]([C:4]1[CH:8]=[CH:7][N:6]([S:9]([C:12]2[CH:17]=[CH:16][CH:15]=[CH:14][CH:13]=2)(=[O:11])=[O:10])[CH:5]=1)([O-])=O.[Sn].[C:19](O[C:19](=[O:26])[C:20]1[CH:25]=[CH:24][CH:23]=[CH:22][CH:21]=1)(=[O:26])[C:20]1[CH:25]=[CH:24][CH:23]=[CH:22][CH:21]=1.ClC(Cl)C, predict the reaction product. The product is: [C:12]1([S:9]([N:6]2[CH:7]=[CH:8][C:4]([NH:1][C:19](=[O:26])[C:20]3[CH:25]=[CH:24][CH:23]=[CH:22][CH:21]=3)=[CH:5]2)(=[O:11])=[O:10])[CH:17]=[CH:16][CH:15]=[CH:14][CH:13]=1. (5) Given the reactants Cl.[CH3:2][N:3](C)[CH2:4]CCN=C=NCC.[CH2:13]([O:20][C:21]1[CH:29]=[CH:28][C:24]([C:25](O)=[O:26])=[CH:23][C:22]=1[C:30]([NH:32][C:33]1[CH:38]=[C:37]([C:39]([F:42])([F:41])[F:40])[CH:36]=[C:35]([C:43]([F:46])([F:45])[F:44])[CH:34]=1)=[O:31])[C:14]1[CH:19]=[CH:18][CH:17]=[CH:16][CH:15]=1.Cl.CNC.C(N(CC)CC)C, predict the reaction product. The product is: [CH2:13]([O:20][C:21]1[CH:29]=[CH:28][C:24]([C:25]([N:3]([CH3:4])[CH3:2])=[O:26])=[CH:23][C:22]=1[C:30]([NH:32][C:33]1[CH:38]=[C:37]([C:39]([F:42])([F:41])[F:40])[CH:36]=[C:35]([C:43]([F:46])([F:45])[F:44])[CH:34]=1)=[O:31])[C:14]1[CH:19]=[CH:18][CH:17]=[CH:16][CH:15]=1. (6) Given the reactants Cl.[N:2]([C@H:5]1[CH2:33][N:8]2[C@H:9]([CH:20]([C:27]3[CH:32]=[CH:31][CH:30]=[CH:29][CH:28]=3)[C:21]3[CH:26]=[CH:25][CH:24]=[CH:23][CH:22]=3)[CH2:10][N:11]([C:13]([O:15][C:16]([CH3:19])([CH3:18])[CH3:17])=[O:14])[CH2:12][C@@H:7]2[CH2:6]1)=[N+]=[N-], predict the reaction product. The product is: [NH2:2][C@H:5]1[CH2:33][N:8]2[C@H:9]([CH:20]([C:27]3[CH:32]=[CH:31][CH:30]=[CH:29][CH:28]=3)[C:21]3[CH:22]=[CH:23][CH:24]=[CH:25][CH:26]=3)[CH2:10][N:11]([C:13]([O:15][C:16]([CH3:18])([CH3:17])[CH3:19])=[O:14])[CH2:12][C@@H:7]2[CH2:6]1. (7) Given the reactants C([O:8][C:9]1[CH:10]=[C:11]2[C:15](=[CH:16][CH:17]=1)[NH:14][C:13]([CH2:18][CH2:19][C:20]([O:22][CH3:23])=[O:21])=[CH:12]2)C1C=CC=CC=1, predict the reaction product. The product is: [OH:8][C:9]1[CH:10]=[C:11]2[C:15](=[CH:16][CH:17]=1)[NH:14][C:13]([CH2:18][CH2:19][C:20]([O:22][CH3:23])=[O:21])=[CH:12]2. (8) Given the reactants [H-].[Na+].[Cl:3][C:4]1[CH:24]=[CH:23][CH:22]=[CH:21][C:5]=1[C:6]([C:8]1[NH:12][CH:11]=[C:10]([C:13](=[O:20])[CH2:14][N:15]([CH2:18][CH3:19])[CH2:16][CH3:17])[CH:9]=1)=[O:7].[CH3:25][S:26][CH2:27][CH2:28]Cl.O, predict the reaction product. The product is: [Cl:3][C:4]1[CH:24]=[CH:23][CH:22]=[CH:21][C:5]=1[C:6]([C:8]1[N:12]([CH2:25][S:26][CH2:27][CH3:28])[CH:11]=[C:10]([C:13](=[O:20])[CH2:14][N:15]([CH2:16][CH3:17])[CH2:18][CH3:19])[CH:9]=1)=[O:7]. (9) Given the reactants [C:1]1(C2C=CC=CC=2)[CH:6]=[CH:5][C:4]([C:7]([N:9]2[CH2:13][C:12](=[N:14][O:15][CH3:16])[CH2:11][C@H:10]2[C:17](=[N:19][OH:20])[NH2:18])=[O:8])=[CH:3][CH:2]=1.[C:27]([O:31][C:32]([N:34]1[CH2:39][CH2:38][CH2:37][C@H:36]([C:40](O)=O)[CH2:35]1)=[O:33])([CH3:30])([CH3:29])[CH3:28], predict the reaction product. The product is: [C:4]1([C:7]([N:9]2[CH2:13][C:12](=[N:14][O:15][CH3:16])[CH2:11][C@H:10]2[C:17]2[N:18]=[C:40]([C@H:36]3[CH2:37][CH2:38][CH2:39][N:34]([C:32]([O:31][C:27]([CH3:30])([CH3:29])[CH3:28])=[O:33])[CH2:35]3)[O:20][N:19]=2)=[O:8])([C:3]2[CH:2]=[CH:1][CH:6]=[CH:1][CH:2]=2)[CH:3]=[CH:4][CH:5]=[CH:6][CH2:5]1. (10) Given the reactants [C:1]([O:5][C:6](=[O:29])[NH:7][C@H:8]([CH2:17][N:18]1C(=O)C2C(=CC=CC=2)C1=O)[C@H:9]([F:16])[C:10]1[CH:15]=[CH:14][CH:13]=[CH:12][CH:11]=1)([CH3:4])([CH3:3])[CH3:2].O.NN, predict the reaction product. The product is: [C:1]([O:5][C:6](=[O:29])[NH:7][C@H:8]([CH2:17][NH2:18])[C@H:9]([F:16])[C:10]1[CH:15]=[CH:14][CH:13]=[CH:12][CH:11]=1)([CH3:4])([CH3:2])[CH3:3].